Dataset: Catalyst prediction with 721,799 reactions and 888 catalyst types from USPTO. Task: Predict which catalyst facilitates the given reaction. (1) Reactant: [F:1][C:2]1[CH:7]=[CH:6][C:5]([CH3:8])=[CH:4][C:3]=1[NH:9][C:10]([NH:12][C:13]1[CH:33]=[CH:32][C:16]([O:17][C:18]2[CH:23]=[CH:22][N:21]=[C:20]([C:24]3[NH:28][CH:27]=[C:26]([C:29](O)=[O:30])[CH:25]=3)[CH:19]=2)=[CH:15][CH:14]=1)=[O:11].CN(C(ON1N=NC2C=CC=NC1=2)=[N+](C)C)C.F[P-](F)(F)(F)(F)F.C(N(CC)C(C)C)(C)C.[NH:67]1[CH2:71][CH2:70][C@@H:69]([OH:72])[CH2:68]1.Cl. Product: [F:1][C:2]1[CH:7]=[CH:6][C:5]([CH3:8])=[CH:4][C:3]=1[NH:9][C:10]([NH:12][C:13]1[CH:33]=[CH:32][C:16]([O:17][C:18]2[CH:23]=[CH:22][N:21]=[C:20]([C:24]3[NH:28][CH:27]=[C:26]([C:29]([N:67]4[CH2:71][CH2:70][C@@H:69]([OH:72])[CH2:68]4)=[O:30])[CH:25]=3)[CH:19]=2)=[CH:15][CH:14]=1)=[O:11]. The catalyst class is: 18. (2) Reactant: [Cl:1][C:2]1[C:3]([O:30][CH2:31][CH3:32])=[CH:4][C:5]2[O:10][CH:9]([C:11]([N:13]3[CH2:18][CH2:17][C:16]([CH2:21][C:22]4[CH:27]=[CH:26][C:25]([F:28])=[CH:24][CH:23]=4)([C:19]#[N:20])[CH2:15][CH2:14]3)=[O:12])[CH2:8][NH:7][C:6]=2[CH:29]=1.C([O-])([O-])=O.[K+].[K+].Br[CH2:40][C:41]([O:43][CH3:44])=[O:42]. Product: [CH3:44][O:43][C:41](=[O:42])[CH2:40][N:7]1[C:6]2[CH:29]=[C:2]([Cl:1])[C:3]([O:30][CH2:31][CH3:32])=[CH:4][C:5]=2[O:10][CH:9]([C:11]([N:13]2[CH2:14][CH2:15][C:16]([C:19]#[N:20])([CH2:21][C:22]3[CH:23]=[CH:24][C:25]([F:28])=[CH:26][CH:27]=3)[CH2:17][CH2:18]2)=[O:12])[CH2:8]1. The catalyst class is: 18. (3) Reactant: [OH:1][CH:2]1[CH2:7][CH2:6][CH2:5][NH:4][CH2:3]1.[C:8](O[C:8]([O:10][C:11]([CH3:14])([CH3:13])[CH3:12])=[O:9])([O:10][C:11]([CH3:14])([CH3:13])[CH3:12])=[O:9]. Product: [C:11]([O:10][C:8]([N:4]1[CH2:5][CH2:6][CH2:7][CH:2]([OH:1])[CH2:3]1)=[O:9])([CH3:14])([CH3:13])[CH3:12]. The catalyst class is: 2. (4) Reactant: [OH:1][C:2]([C:4]([F:7])([F:6])[F:5])=[O:3].[C:8]([NH:12][C:13]1[N:14]=[C:15]2[CH2:37][CH2:36][NH:35][CH2:34][C:16]2=[N:17][C:18]=1[N:19]1[CH2:24][CH2:23][CH:22]([O:25][C:26]2[CH:31]=[CH:30][C:29]([F:32])=[CH:28][C:27]=2[F:33])[CH2:21][CH2:20]1)([CH3:11])([CH3:10])[CH3:9].[CH3:38][N:39]([CH3:43])[C:40](Cl)=[O:41].CCN(C(C)C)C(C)C. Product: [C:8]([NH:12][C:13]1[N:14]=[C:15]2[CH2:37][CH2:36][N:35]([C:40]([N:39]([CH3:43])[CH3:38])=[O:41])[CH2:34][C:16]2=[N:17][C:18]=1[N:19]1[CH2:20][CH2:21][CH:22]([O:25][C:26]2[CH:31]=[CH:30][C:29]([F:32])=[CH:28][C:27]=2[F:33])[CH2:23][CH2:24]1)([CH3:11])([CH3:9])[CH3:10].[C:2]([OH:3])([C:4]([F:7])([F:6])[F:5])=[O:1]. The catalyst class is: 59.